From a dataset of Reaction yield outcomes from USPTO patents with 853,638 reactions. Predict the reaction yield, written as a fraction of the theoretical maximum amount of product (1.0 means a 100% yield; for example, 0.34 means a 34% yield). (1) The reactants are CN(C)C=O.S(Cl)([Cl:8])=O.[F:10][C:11]1[CH:16]=[C:15]([N+:17]([O-:19])=[O:18])[C:14](O)=[C:13]([N+:21]([O-:23])=[O:22])[CH:12]=1. The catalyst is C1(C)C=CC=CC=1. The product is [Cl:8][C:14]1[C:15]([N+:17]([O-:19])=[O:18])=[CH:16][C:11]([F:10])=[CH:12][C:13]=1[N+:21]([O-:23])=[O:22]. The yield is 0.560. (2) The reactants are [Cl:1][C:2]1[CH:7]=[CH:6][C:5]([C:8]2[C:12]3[CH2:13][N:14]([C:17](=[O:19])[CH3:18])[CH2:15][CH2:16][C:11]=3[N:10]([CH2:20][CH:21]3[CH2:23][O:22]3)[N:9]=2)=[CH:4][C:3]=1[N+:24]([O-:26])=[O:25].[O-]S(C(F)(F)F)(=O)=O.[Yb+3].[O-]S(C(F)(F)F)(=O)=O.[O-]S(C(F)(F)F)(=O)=O.[CH3:52][C:53]1[CH:58]=[CH:57][CH:56]=[CH:55][C:54]=1[N:59]1[CH2:64][CH2:63][NH:62][CH2:61][CH2:60]1. The catalyst is ClCCl.O. The product is [Cl:1][C:2]1[CH:7]=[CH:6][C:5]([C:8]2[C:12]3[CH2:13][N:14]([C:17](=[O:19])[CH3:18])[CH2:15][CH2:16][C:11]=3[N:10]([CH2:20][CH:21]([OH:22])[CH2:23][N:62]3[CH2:63][CH2:64][N:59]([C:54]4[CH:55]=[CH:56][CH:57]=[CH:58][C:53]=4[CH3:52])[CH2:60][CH2:61]3)[N:9]=2)=[CH:4][C:3]=1[N+:24]([O-:26])=[O:25]. The yield is 0.900. (3) The reactants are [Cl:1][C:2]1[CH:3]=[CH:4][C:5]([O:15][CH2:16][C:17]2[CH:22]=[CH:21][C:20]([Br:23])=[CH:19][C:18]=2[F:24])=[C:6]([C:8](=O)[CH2:9][CH2:10][C:11](=O)[CH3:12])[CH:7]=1.[NH2:25][C:26]1[CH:27]=[C:28]([C:32]([F:35])=[CH:33][CH:34]=1)[C:29]([OH:31])=[O:30].CC1C=CC(S(O)(=O)=O)=CC=1. The catalyst is C(#N)C.C(Cl)Cl. The product is [Cl:1][C:2]1[CH:3]=[CH:4][C:5]([O:15][CH2:16][C:17]2[CH:22]=[CH:21][C:20]([Br:23])=[CH:19][C:18]=2[F:24])=[C:6]([C:8]2[N:25]([C:26]3[CH:27]=[C:28]([C:32]([F:35])=[CH:33][CH:34]=3)[C:29]([OH:31])=[O:30])[C:11]([CH3:12])=[CH:10][CH:9]=2)[CH:7]=1. The yield is 0.420. (4) The reactants are Cl[C:2]1[C:7]([N+:8]([O-:10])=[O:9])=[CH:6][N:5]=[C:4]2[CH:11]=[CH:12][S:13][C:3]=12.[NH2:14][C:15]1([CH2:25][OH:26])[CH2:24][CH2:23][C:18]2([O:22][CH2:21][CH2:20][O:19]2)[CH2:17][CH2:16]1.C(N(CC)CC)C.O. The catalyst is C(O)(C)C. The product is [N+:8]([C:7]1[C:2]([NH:14][C:15]2([CH2:25][OH:26])[CH2:24][CH2:23][C:18]3([O:19][CH2:20][CH2:21][O:22]3)[CH2:17][CH2:16]2)=[C:3]2[S:13][CH:12]=[CH:11][C:4]2=[N:5][CH:6]=1)([O-:10])=[O:9]. The yield is 0.560. (5) The reactants are [C:1]([NH:11][C@H:12]([C:16]([OH:18])=[O:17])[CH:13]([CH3:15])[CH3:14])([O:3][CH2:4][C:5]1[CH:10]=[CH:9][CH:8]=[CH:7][CH:6]=1)=[O:2].[OH:19][C:20]1[CH:25]=[CH:24][CH:23]=[C:22](O)[CH:21]=1. The catalyst is CN(C)C1C=CN=CC=1.CN(C=O)C. The product is [C:1]([NH:11][C@H:12]([C:16]([O:18][C:22]1[CH:21]=[C:20]([OH:19])[CH:25]=[CH:24][CH:23]=1)=[O:17])[CH:13]([CH3:14])[CH3:15])([O:3][CH2:4][C:5]1[CH:10]=[CH:9][CH:8]=[CH:7][CH:6]=1)=[O:2]. The yield is 0.790. (6) The reactants are C(Cl)(=O)C(Cl)=O.[CH3:7][N:8]([CH2:10][C:11]1[CH:19]=[CH:18][C:14]([C:15]([OH:17])=O)=[CH:13][CH:12]=1)[CH3:9].[NH2:20][C:21]1[N:25](C(OC(C)(C)C)=O)[N:24]=[C:23]([CH2:33][CH2:34][C:35]2[CH:40]=[C:39]([O:41][CH3:42])[CH:38]=[C:37]([O:43][CH3:44])[CH:36]=2)[CH:22]=1.N1C=CC=CC=1.C(O)(C(F)(F)F)=O. The catalyst is C(Cl)Cl.CN(C=O)C. The product is [CH3:42][O:41][C:39]1[CH:40]=[C:35]([CH2:34][CH2:33][C:23]2[NH:24][N:25]=[C:21]([NH:20][C:15](=[O:17])[C:14]3[CH:13]=[CH:12][C:11]([CH2:10][N:8]([CH3:7])[CH3:9])=[CH:19][CH:18]=3)[CH:22]=2)[CH:36]=[C:37]([O:43][CH3:44])[CH:38]=1. The yield is 0.250. (7) The reactants are [CH2:1]([O:3][C:4]1([C:7]2[CH:12]=[CH:11][C:10]([C:13]#[CH:14])=[CH:9][C:8]=2[CH:15]([CH3:17])[CH3:16])[CH2:6][CH2:5]1)[CH3:2].[CH2:18]([O:20][C:21](=[O:29])[C:22]1[CH:27]=[CH:26][C:25](I)=[CH:24][CH:23]=1)[CH3:19]. The catalyst is C(N(CC)CC)C.[Cu]I.Cl[Pd](Cl)([P](C1C=CC=CC=1)(C1C=CC=CC=1)C1C=CC=CC=1)[P](C1C=CC=CC=1)(C1C=CC=CC=1)C1C=CC=CC=1. The product is [CH2:1]([O:3][C:4]1([C:7]2[CH:12]=[CH:11][C:10]([C:13]#[C:14][C:25]3[CH:26]=[CH:27][C:22]([C:21]([O:20][CH2:18][CH3:19])=[O:29])=[CH:23][CH:24]=3)=[CH:9][C:8]=2[CH:15]([CH3:16])[CH3:17])[CH2:6][CH2:5]1)[CH3:2]. The yield is 0.340.